This data is from Full USPTO retrosynthesis dataset with 1.9M reactions from patents (1976-2016). The task is: Predict the reactants needed to synthesize the given product. (1) Given the product [F:1][CH:2]([CH2:6][CH2:7][CH2:8][CH2:9][CH2:10][CH2:11][NH:12][C:13]([NH:15][C:16]12[CH2:17][CH:18]3[CH2:19][CH:20]([CH2:21][CH:22]([CH2:24]3)[CH2:23]1)[CH2:25]2)=[O:14])[C:3]([OH:5])=[O:4], predict the reactants needed to synthesize it. The reactants are: [F:1][CH:2]([CH2:6][CH2:7][CH2:8][CH2:9][CH2:10][CH2:11][NH:12][C:13]([NH:15][C:16]12[CH2:25][CH:20]3[CH2:21][CH:22]([CH2:24][CH:18]([CH2:19]3)[CH2:17]1)[CH2:23]2)=[O:14])[C:3]([O-:5])=[O:4].[Li+].[OH-]. (2) Given the product [CH3:35][N:36]1[CH:40]=[C:39]([C:2]2[N:3]=[C:4]3[C:10]([C:11]4[CH:16]=[CH:15][CH:14]=[CH:13][CH:12]=4)=[C:9]([C:17]4[CH:22]=[CH:21][C:20]([C:23]5([NH:27][C:28](=[O:34])[O:29][C:30]([CH3:32])([CH3:33])[CH3:31])[CH2:26][CH2:25][CH2:24]5)=[CH:19][CH:18]=4)[O:8][C:5]3=[N:6][CH:7]=2)[CH:38]=[N:37]1, predict the reactants needed to synthesize it. The reactants are: Cl[C:2]1[N:3]=[C:4]2[C:10]([C:11]3[CH:16]=[CH:15][CH:14]=[CH:13][CH:12]=3)=[C:9]([C:17]3[CH:22]=[CH:21][C:20]([C:23]4([NH:27][C:28](=[O:34])[O:29][C:30]([CH3:33])([CH3:32])[CH3:31])[CH2:26][CH2:25][CH2:24]4)=[CH:19][CH:18]=3)[O:8][C:5]2=[N:6][CH:7]=1.[CH3:35][N:36]1[CH:40]=[C:39](B2OC(C)(C)C(C)(C)O2)[CH:38]=[N:37]1.P([O-])([O-])([O-])=O.[K+].[K+].[K+].O. (3) Given the product [Br:1][C:2]([F:21])([C:17]([F:20])([F:18])[F:19])[C:3]([F:15])([F:16])[O:4][C:5]1[CH:10]=[CH:9][C:8]([CH3:11])=[C:7]([CH:6]=1)[NH2:12], predict the reactants needed to synthesize it. The reactants are: [Br:1][C:2]([F:21])([C:17]([F:20])([F:19])[F:18])[C:3]([F:16])([F:15])[O:4][C:5]1[CH:10]=[CH:9][C:8]([CH3:11])=[C:7]([N+:12]([O-])=O)[CH:6]=1.[Sn](Cl)(Cl)(Cl)Cl.Cl. (4) Given the product [C:12]([O:3][C@H:2]([C:4]1[CH:5]=[CH:6][CH:7]=[CH:8][CH:9]=1)[C:1]([Cl:26])=[O:11])(=[O:17])[C:13]([CH3:16])([CH3:15])[CH3:14], predict the reactants needed to synthesize it. The reactants are: [C:1]([OH:11])(=O)[C@@H:2]([C:4]1[CH:9]=[CH:8][CH:7]=[CH:6][CH:5]=1)[OH:3].[C:12](Cl)(=[O:17])[C:13]([CH3:16])([CH3:15])[CH3:14].CN(C)C=O.S(Cl)([Cl:26])=O. (5) Given the product [C:1]([O:5][C:6]([N:8]1[CH2:12][C@H:11]([O:13][C:14]2[C:23]3[C:18](=[CH:19][C:20]([O:24][CH3:25])=[CH:21][CH:22]=3)[N:17]=[C:16]([C:26]3[CH:31]=[CH:30][CH:29]=[CH:28][CH:27]=3)[CH:15]=2)[CH2:10][C@H:9]1[C:32](=[O:64])[NH:33][C@:34]1([C:39]([NH:41][S:42]([C:45]2[CH:50]=[CH:49][CH:48]=[CH:47][C:46]=2[NH:51][C:52](=[O:63])[CH2:53][CH2:54][CH2:55][CH2:56][CH2:57][CH2:58][C:59]([OH:61])=[O:60])(=[O:44])=[O:43])=[O:40])[CH2:36][C@H:35]1[CH:37]=[CH2:38])=[O:7])([CH3:2])([CH3:3])[CH3:4], predict the reactants needed to synthesize it. The reactants are: [C:1]([O:5][C:6]([N:8]1[CH2:12][C@H:11]([O:13][C:14]2[C:23]3[C:18](=[CH:19][C:20]([O:24][CH3:25])=[CH:21][CH:22]=3)[N:17]=[C:16]([C:26]3[CH:31]=[CH:30][CH:29]=[CH:28][CH:27]=3)[CH:15]=2)[CH2:10][C@H:9]1[C:32](=[O:64])[NH:33][C@:34]1([C:39]([NH:41][S:42]([C:45]2[CH:50]=[CH:49][CH:48]=[CH:47][C:46]=2[NH:51][C:52](=[O:63])[CH2:53][CH2:54][CH2:55][CH2:56][CH2:57][CH2:58][C:59]([O:61]C)=[O:60])(=[O:44])=[O:43])=[O:40])[CH2:36][C@H:35]1[CH:37]=[CH2:38])=[O:7])([CH3:4])([CH3:3])[CH3:2].[Li+].[OH-].